Dataset: Reaction yield outcomes from USPTO patents with 853,638 reactions. Task: Predict the reaction yield, written as a fraction of the theoretical maximum amount of product (1.0 means a 100% yield; for example, 0.34 means a 34% yield). (1) The reactants are [CH3:1][O:2][C:3]1[CH:8]=[CH:7][C:6]([C:9]2([C:12]([OH:14])=[O:13])[CH2:11][CH2:10]2)=[CH:5][CH:4]=1.O.[C:16]1(C)C=CC(S(O)(=O)=O)=CC=1. The catalyst is CO. The product is [CH3:16][O:13][C:12]([C:9]1([C:6]2[CH:5]=[CH:4][C:3]([O:2][CH3:1])=[CH:8][CH:7]=2)[CH2:10][CH2:11]1)=[O:14]. The yield is 0.990. (2) The reactants are [Br:1][C:2]1[CH:7]=[CH:6][C:5]([CH3:8])=[CH:4][C:3]=1[F:9].C1C(=O)N([Br:17])C(=O)C1.CC(N=NC(C#N)(C)C)(C#N)C. The catalyst is FC(C1C=CC=CC=1)(F)F. The product is [Br:1][C:2]1[CH:7]=[CH:6][C:5]([CH2:8][Br:17])=[CH:4][C:3]=1[F:9]. The yield is 0.770. (3) The reactants are CC([O-])(CC)C.[Na+].Cl[C:9]1[N:14]=[C:13]2[O:15][C:16]([C:22]3[CH:27]=[CH:26][C:25]([F:28])=[CH:24][CH:23]=3)=[C:17]([C:18](=[O:21])[NH:19][CH3:20])[C:12]2=[CH:11][C:10]=1[C:29]1[CH:30]=[CH:31][C:32]([O:38][CH3:39])=[C:33]([CH:37]=1)[C:34]([OH:36])=[O:35].[F:40][C:41]([F:45])([F:44])[CH2:42][NH2:43]. No catalyst specified. The product is [F:28][C:25]1[CH:26]=[CH:27][C:22]([C:16]2[O:15][C:13]3=[N:14][C:9]([NH:43][CH2:42][C:41]([F:45])([F:44])[F:40])=[C:10]([C:29]4[CH:30]=[CH:31][C:32]([O:38][CH3:39])=[C:33]([CH:37]=4)[C:34]([OH:36])=[O:35])[CH:11]=[C:12]3[C:17]=2[C:18](=[O:21])[NH:19][CH3:20])=[CH:23][CH:24]=1. The yield is 0.130. (4) The reactants are [Br:1][C:2]1[CH:3]=[N:4][CH:5]=[C:6]([CH:8]2[CH2:13][CH:12]([S:14]([C:17]3[CH:22]=[CH:21][CH:20]=[C:19]([C:23]([F:26])([F:25])[F:24])[CH:18]=3)(=[O:16])=[O:15])[CH2:11][CH2:10][O:9]2)[CH:7]=1.[CH3:27]C([O-])(C)C.[K+].C1OCCOCCOCCOCCOCCOC1. The catalyst is C1COCC1.O. The product is [Br:1][C:2]1[CH:3]=[N:4][CH:5]=[C:6]([CH:8]2[CH2:13][C:12]([CH3:27])([S:14]([C:17]3[CH:22]=[CH:21][CH:20]=[C:19]([C:23]([F:26])([F:24])[F:25])[CH:18]=3)(=[O:15])=[O:16])[CH2:11][CH2:10][O:9]2)[CH:7]=1. The yield is 0.650. (5) The reactants are [S:1](=[O:37])(=[O:36])([O:3][CH2:4][C@@H:5]1[C@@H:9]([O:10][Si](C(C)(C)C)(C)C)[CH2:8][C@H:7]([N:18]2[C:22]3[N:23]=[CH:24][N:25]=[C:26]([NH:27][C:28](=[O:35])[C:29]4[CH:34]=[CH:33][CH:32]=[CH:31][CH:30]=4)[C:21]=3[CH:20]=[CH:19]2)[O:6]1)[NH2:2]. The catalyst is N1C=CC=CC=1.C1COCC1.N1C=CC=CC=1. The product is [S:1](=[O:36])(=[O:37])([O:3][CH2:4][C@@H:5]1[C@@H:9]([OH:10])[CH2:8][C@H:7]([N:18]2[C:22]3[N:23]=[CH:24][N:25]=[C:26]([NH:27][C:28](=[O:35])[C:29]4[CH:34]=[CH:33][CH:32]=[CH:31][CH:30]=4)[C:21]=3[CH:20]=[CH:19]2)[O:6]1)[NH2:2]. The yield is 0.770.